This data is from hERG Central: cardiac toxicity at 1µM, 10µM, and general inhibition. The task is: Predict hERG channel inhibition at various concentrations. (1) The compound is CC(C)(C)c1ccc(-c2nc(C#N)c(N3CCC(C(N)=O)CC3)o2)cc1. Results: hERG_inhib (hERG inhibition (general)): blocker. (2) The compound is O=C(NC1CCCCC1)c1cc(C2CC2)nn1-c1ccccc1. Results: hERG_inhib (hERG inhibition (general)): blocker. (3) The compound is O=C(c1cccs1)N1CCC(N2CCN(c3ccccc3)CC2)CC1. Results: hERG_inhib (hERG inhibition (general)): blocker.